Dataset: Reaction yield outcomes from USPTO patents with 853,638 reactions. Task: Predict the reaction yield, written as a fraction of the theoretical maximum amount of product (1.0 means a 100% yield; for example, 0.34 means a 34% yield). The reactants are Cl.[NH:2]1[CH2:5][CH:4]([NH:6][C:7]2[C:12]([F:13])=[CH:11][N:10]=[C:9]([C:14]3[C:22]4[C:17](=[N:18][CH:19]=[C:20]([Cl:23])[CH:21]=4)[N:16]([S:24]([C:27]4[CH:33]=[CH:32][C:30]([CH3:31])=[CH:29][CH:28]=4)(=[O:26])=[O:25])[CH:15]=3)[N:8]=2)[CH2:3]1.CCN(C(C)C)C(C)C.[CH2:43]([S:46](Cl)(=[O:48])=[O:47])[CH2:44][CH3:45].N1CCOCC1. The catalyst is C1COCC1. The product is [Cl:23][C:20]1[CH:21]=[C:22]2[C:14]([C:9]3[N:8]=[C:7]([NH:6][CH:4]4[CH2:3][N:2]([S:46]([CH2:43][CH2:44][CH3:45])(=[O:48])=[O:47])[CH2:5]4)[C:12]([F:13])=[CH:11][N:10]=3)=[CH:15][N:16]([S:24]([C:27]3[CH:33]=[CH:32][C:30]([CH3:31])=[CH:29][CH:28]=3)(=[O:26])=[O:25])[C:17]2=[N:18][CH:19]=1. The yield is 0.430.